From a dataset of Forward reaction prediction with 1.9M reactions from USPTO patents (1976-2016). Predict the product of the given reaction. (1) Given the reactants [OH:1][C:2]1[C:9]([CH3:10])=[CH:8][CH:7]=[CH:6][C:3]=1[CH:4]=O.[C:11]([O-])(=[O:13])[CH3:12].[Na+].C(OC(=O)C)(=O)C.O, predict the reaction product. The product is: [CH3:10][C:9]1[CH:8]=[CH:7][CH:6]=[C:3]2[C:2]=1[O:1][C:11](=[O:13])[CH:12]=[CH:4]2. (2) Given the reactants C[O:2][C:3](=[O:18])[C:4]1[CH:9]=[C:8]([C:10]2[CH:15]=[CH:14][C:13]([Cl:16])=[CH:12][CH:11]=2)[C:7]([Cl:17])=[N:6][CH:5]=1.O.[OH-].[Li+].Cl, predict the reaction product. The product is: [Cl:17][C:7]1[C:8]([C:10]2[CH:15]=[CH:14][C:13]([Cl:16])=[CH:12][CH:11]=2)=[CH:9][C:4]([C:3]([OH:18])=[O:2])=[CH:5][N:6]=1.